Regression. Given a peptide amino acid sequence and an MHC pseudo amino acid sequence, predict their binding affinity value. This is MHC class I binding data. From a dataset of Peptide-MHC class I binding affinity with 185,985 pairs from IEDB/IMGT. The peptide sequence is SCINGQCPY. The MHC is HLA-A80:01 with pseudo-sequence HLA-A80:01. The binding affinity (normalized) is 0.0847.